From a dataset of Retrosynthesis with 50K atom-mapped reactions and 10 reaction types from USPTO. Predict the reactants needed to synthesize the given product. Given the product N#Cc1csc(C=NO)c1, predict the reactants needed to synthesize it. The reactants are: N#Cc1csc(C=O)c1.NO.